Dataset: Reaction yield outcomes from USPTO patents with 853,638 reactions. Task: Predict the reaction yield, written as a fraction of the theoretical maximum amount of product (1.0 means a 100% yield; for example, 0.34 means a 34% yield). (1) The reactants are [H-].[Na+].ON1[CH:9]=[CH:8][CH:7]=[N:6][CH2:5]1.Cl[C:11]1[CH:16]=[CH:15][C:14]([C:17]2[S:18][C:19]3[N:20]=[CH:21][N:22]=[CH:23][C:24]=3[N:25]=2)=[CH:13][C:12]=1[C:26]#[N:27].[OH2:28].[CH3:29]S(C)=O. No catalyst specified. The product is [C:26]([C:12]1[CH:13]=[C:14]([C:17]2[S:18][C:19]3[N:20]=[CH:21][N:22]=[CH:23][C:24]=3[N:25]=2)[CH:15]=[CH:16][C:11]=1[O:28][C:8]1[CH:7]=[N:6][CH:5]=[CH:29][CH:9]=1)#[N:27]. The yield is 0.600. (2) The reactants are [Br:1][C:2]1[C:3](O)=[N:4][CH:5]=[C:6]([N+:8]([O-:10])=[O:9])[CH:7]=1.N1C2C(=CC=CC=2)C=CC=1.O=P(Cl)(Cl)[Cl:24]. The catalyst is O. The product is [Br:1][C:2]1[C:3]([Cl:24])=[N:4][CH:5]=[C:6]([N+:8]([O-:10])=[O:9])[CH:7]=1. The yield is 0.820. (3) The reactants are [S:1]1[CH2:5][C:4](=[O:6])[NH:3][C:2]1=[O:7].[CH:8]([C:10]1[CH:11]=[C:12]([CH:18]=[CH:19][CH:20]=1)[O:13][CH2:14][C:15]([OH:17])=[O:16])=O.C([O-])(=O)C.[Na+]. The catalyst is C(O)(=O)C. The product is [O:7]=[C:2]1[NH:3][C:4](=[O:6])[C:5](=[CH:8][C:10]2[CH:11]=[C:12]([CH:18]=[CH:19][CH:20]=2)[O:13][CH2:14][C:15]([OH:17])=[O:16])[S:1]1. The yield is 0.560. (4) The reactants are C(OC([N:8]1[CH2:13][CH2:12][N:11]([CH2:14][C:15]2[C:16](=[O:34])[N:17]([CH2:30][CH:31]3[CH2:33][CH2:32]3)[N:18]=[C:19]([C:21]3[CH:26]=[CH:25][C:24]([O:27][CH3:28])=[C:23]([F:29])[CH:22]=3)[CH:20]=2)[CH2:10][CH2:9]1)=O)(C)(C)C.C(=O)([O-])[O-].[K+].[K+]. The catalyst is O. The product is [CH:31]1([CH2:30][N:17]2[C:16](=[O:34])[C:15]([CH2:14][N:11]3[CH2:12][CH2:13][NH:8][CH2:9][CH2:10]3)=[CH:20][C:19]([C:21]3[CH:26]=[CH:25][C:24]([O:27][CH3:28])=[C:23]([F:29])[CH:22]=3)=[N:18]2)[CH2:33][CH2:32]1. The yield is 0.692. (5) The reactants are [CH3:1]NN.[Cl:4][C:5]1[CH:10]=[CH:9][C:8]([NH:11][C:12]([NH:14][C:15]2[CH:20]=[CH:19][C:18]([OH:21])=[C:17]([C:22]3[N:23](C)[N:24]=[CH:25][CH:26]=3)[CH:16]=2)=[O:13])=[CH:7][CH:6]=1. The catalyst is N1C=CC=CC=1. The product is [Cl:4][C:5]1[CH:10]=[CH:9][C:8]([NH:11][C:12]([NH:14][C:15]2[CH:20]=[CH:19][C:18]([OH:21])=[C:17]([C:22]3[CH:26]=[CH:25][N:24]([CH3:1])[N:23]=3)[CH:16]=2)=[O:13])=[CH:7][CH:6]=1. The yield is 0.120. (6) The reactants are [NH2:1][C:2]1[C:7]([C:8]2[CH:16]=[C:15]3[C:11]([CH:12]=[CH:13][N:14]3COCC[Si](C)(C)C)=[C:10]([NH:25][S:26]([C:29]3[CH:34]=[CH:33][C:32]([O:35]C)=[CH:31][CH:30]=3)(=[O:28])=[O:27])[CH:9]=2)=[C:6]([NH:37][C@H:38]([C:40]2[N:45]([C:46]3[CH:51]=[CH:50][CH:49]=[CH:48][CH:47]=3)[C:44](=[O:52])[C:43]3=[C:53]([CH3:56])[CH:54]=[CH:55][N:42]3[N:41]=2)[CH3:39])[N:5]=[CH:4][N:3]=1.B(Br)(Br)Br.CO. The catalyst is ClCCl. The product is [NH2:1][C:2]1[C:7]([C:8]2[CH:16]=[C:15]3[C:11]([CH:12]=[CH:13][NH:14]3)=[C:10]([NH:25][S:26]([C:29]3[CH:34]=[CH:33][C:32]([OH:35])=[CH:31][CH:30]=3)(=[O:28])=[O:27])[CH:9]=2)=[C:6]([NH:37][C@H:38]([C:40]2[N:45]([C:46]3[CH:51]=[CH:50][CH:49]=[CH:48][CH:47]=3)[C:44](=[O:52])[C:43]3=[C:53]([CH3:56])[CH:54]=[CH:55][N:42]3[N:41]=2)[CH3:39])[N:5]=[CH:4][N:3]=1. The yield is 0.200. (7) The reactants are [Cl:1][C:2]1[CH:7]=[CH:6][CH:5]=[CH:4][C:3]=1[C:8]1[N:9]([C:20]2[CH:25]=[CH:24][C:23]([Cl:26])=[CH:22][CH:21]=2)[C:10]([CH2:18][CH3:19])=[C:11]([C:13]([O:15]CC)=[O:14])[N:12]=1.[Li+].[OH-].Cl. The catalyst is O1CCCC1.O. The product is [Cl:1][C:2]1[CH:7]=[CH:6][CH:5]=[CH:4][C:3]=1[C:8]1[N:9]([C:20]2[CH:21]=[CH:22][C:23]([Cl:26])=[CH:24][CH:25]=2)[C:10]([CH2:18][CH3:19])=[C:11]([C:13]([OH:15])=[O:14])[N:12]=1. The yield is 0.840.